Dataset: Peptide-MHC class I binding affinity with 185,985 pairs from IEDB/IMGT. Task: Regression. Given a peptide amino acid sequence and an MHC pseudo amino acid sequence, predict their binding affinity value. This is MHC class I binding data. (1) The peptide sequence is KRWAFRTGV. The MHC is HLA-B27:05 with pseudo-sequence HLA-B27:05. The binding affinity (normalized) is 0.810. (2) The peptide sequence is KLLEYSNQN. The MHC is H-2-Db with pseudo-sequence H-2-Db. The binding affinity (normalized) is 0.